Dataset: Peptide-MHC class I binding affinity with 185,985 pairs from IEDB/IMGT. Task: Regression. Given a peptide amino acid sequence and an MHC pseudo amino acid sequence, predict their binding affinity value. This is MHC class I binding data. The peptide sequence is VETVSLAGSY. The MHC is HLA-B40:01 with pseudo-sequence HLA-B40:01. The binding affinity (normalized) is 0.0960.